This data is from Full USPTO retrosynthesis dataset with 1.9M reactions from patents (1976-2016). The task is: Predict the reactants needed to synthesize the given product. Given the product [F:1][C:2]1[C:7]([O:8][CH3:9])=[CH:6][C:5]([O:10][CH3:11])=[C:4]([F:12])[C:3]=1[N:13]1[CH2:18][C:17]2[CH:19]=[N:20][C:21]3[NH:25][C:24]([CH2:35][CH2:36][N:37]4[CH2:38][CH2:39][N:40]([CH2:43][CH3:44])[CH2:41][CH2:42]4)=[CH:23][C:22]=3[C:16]=2[N:15]([CH3:45])[C:14]1=[O:46], predict the reactants needed to synthesize it. The reactants are: [F:1][C:2]1[C:7]([O:8][CH3:9])=[CH:6][C:5]([O:10][CH3:11])=[C:4]([F:12])[C:3]=1[N:13]1[CH2:18][C:17]2[CH:19]=[N:20][C:21]3[N:25](S(C4C=CC=CC=4)(=O)=O)[C:24]([CH2:35][CH2:36][N:37]4[CH2:42][CH2:41][N:40]([CH2:43][CH3:44])[CH2:39][CH2:38]4)=[CH:23][C:22]=3[C:16]=2[N:15]([CH3:45])[C:14]1=[O:46].CC(C)([O-])C.[K+].